This data is from TCR-epitope binding with 47,182 pairs between 192 epitopes and 23,139 TCRs. The task is: Binary Classification. Given a T-cell receptor sequence (or CDR3 region) and an epitope sequence, predict whether binding occurs between them. (1) The epitope is LPPAYTNSF. The TCR CDR3 sequence is CASTPSGGALETQYF. Result: 1 (the TCR binds to the epitope). (2) The epitope is KEIDRLNEV. The TCR CDR3 sequence is CASSYGPLGSYNEQFF. Result: 0 (the TCR does not bind to the epitope). (3) Result: 0 (the TCR does not bind to the epitope). The TCR CDR3 sequence is CASSESEQGYTGELFF. The epitope is FIAGLIAIV. (4) The epitope is ELAGIGILTV. The TCR CDR3 sequence is CASSPGGLAGADTQYF. Result: 0 (the TCR does not bind to the epitope). (5) The epitope is KAYNVTQAF. The TCR CDR3 sequence is CASSVEGTGYYEQYF. Result: 0 (the TCR does not bind to the epitope). (6) The epitope is TLIGDCATV. The TCR CDR3 sequence is CASSFGRSSYEQYF. Result: 1 (the TCR binds to the epitope). (7) The epitope is GVAMPNLYK. The TCR CDR3 sequence is CASSTPGTGVDEQYF. Result: 0 (the TCR does not bind to the epitope). (8) The epitope is GTSGSPIINR. The TCR CDR3 sequence is CASSLGPDSPLHF. Result: 1 (the TCR binds to the epitope). (9) The epitope is KEIDRLNEV. The TCR CDR3 sequence is CASSSYQGGYGTQYF. Result: 1 (the TCR binds to the epitope). (10) The epitope is QASQEVKNW. The TCR CDR3 sequence is CSVVDAGQAGQETQYF. Result: 0 (the TCR does not bind to the epitope).